Dataset: Forward reaction prediction with 1.9M reactions from USPTO patents (1976-2016). Task: Predict the product of the given reaction. (1) The product is: [NH2:1][C:4]1[CH:5]=[CH:6][C:7]([CH2:10][C:11]([N:29]2[CH2:30][CH2:31][N:26]([CH3:25])[CH2:27][CH2:28]2)=[O:13])=[CH:8][CH:9]=1. Given the reactants [N+:1]([C:4]1[CH:9]=[CH:8][C:7]([CH2:10][C:11]([OH:13])=O)=[CH:6][CH:5]=1)([O-])=O.CN(C=O)C.C(Cl)(=O)C(Cl)=O.[CH3:25][N:26]1[CH2:31][CH2:30][NH:29][CH2:28][CH2:27]1, predict the reaction product. (2) The product is: [C:1]([O:5][C:6]([NH:8][C:9]1[N:10]=[CH:11][C:12]([C:15]2[N:19]([C:20]3[CH:21]=[N:22][C:23]([O:26][CH3:27])=[CH:24][CH:25]=3)[N:18]=[C:17]([C:28]([OH:30])=[O:29])[CH:16]=2)=[N:13][CH:14]=1)=[O:7])([CH3:4])([CH3:2])[CH3:3]. Given the reactants [C:1]([O:5][C:6]([NH:8][C:9]1[N:10]=[CH:11][C:12]([C:15]2[N:19]([C:20]3[CH:21]=[N:22][C:23]([O:26][CH3:27])=[CH:24][CH:25]=3)[N:18]=[C:17]([C:28]([O:30]CC)=[O:29])[CH:16]=2)=[N:13][CH:14]=1)=[O:7])([CH3:4])([CH3:3])[CH3:2].[OH-].[Na+].Cl.O, predict the reaction product. (3) Given the reactants [B:1](OC(C)C)([O:6]C(C)C)[O:2]C(C)C.Br[C:15]1[CH:20]=[CH:19][CH:18]=[CH:17][C:16]=1[S:21][CH2:22][CH3:23].[Li]CCCC.CCCCCC.Cl, predict the reaction product. The product is: [CH2:22]([S:21][C:16]1[CH:17]=[CH:18][CH:19]=[CH:20][C:15]=1[B:1]([OH:6])[OH:2])[CH3:23]. (4) Given the reactants [CH3:1][C:2]1[CH:6]=[CH:5][S:4][C:3]=1[CH2:7][N:8]1[C:13]2[CH:14]=[C:15]([C:17]3[CH:22]=[CH:21][CH:20]=[CH:19][CH:18]=3)[S:16][C:12]=2[C:11](=[O:23])[N:10]([CH:24]2[CH2:29][CH2:28][N:27](C(OC(C)(C)C)=O)[CH2:26][CH2:25]2)[C:9]1=[O:37].[ClH:38], predict the reaction product. The product is: [ClH:38].[CH3:1][C:2]1[CH:6]=[CH:5][S:4][C:3]=1[CH2:7][N:8]1[C:13]2[CH:14]=[C:15]([C:17]3[CH:18]=[CH:19][CH:20]=[CH:21][CH:22]=3)[S:16][C:12]=2[C:11](=[O:23])[N:10]([CH:24]2[CH2:25][CH2:26][NH:27][CH2:28][CH2:29]2)[C:9]1=[O:37]. (5) Given the reactants [C:1]([OH:4])(=[O:3])[CH3:2].[C:5]([O:8][CH3:9])(=[O:7])[CH3:6], predict the reaction product. The product is: [C:1]([O:4][CH:5]=[CH2:6])(=[O:3])[CH3:2].[CH:5]([OH:7])=[CH2:6].[C:5]([O:8][CH3:9])(=[O:7])[CH:6]=[CH2:1].